This data is from NCI-60 drug combinations with 297,098 pairs across 59 cell lines. The task is: Regression. Given two drug SMILES strings and cell line genomic features, predict the synergy score measuring deviation from expected non-interaction effect. (1) Drug 1: COC1=C(C=C2C(=C1)N=CN=C2NC3=CC(=C(C=C3)F)Cl)OCCCN4CCOCC4. Drug 2: CN1C2=C(C=C(C=C2)N(CCCl)CCCl)N=C1CCCC(=O)O.Cl. Cell line: LOX IMVI. Synergy scores: CSS=11.7, Synergy_ZIP=-5.60, Synergy_Bliss=-3.58, Synergy_Loewe=-0.719, Synergy_HSA=-0.217. (2) Drug 1: CNC(=O)C1=CC=CC=C1SC2=CC3=C(C=C2)C(=NN3)C=CC4=CC=CC=N4. Drug 2: CC1CCC2CC(C(=CC=CC=CC(CC(C(=O)C(C(C(=CC(C(=O)CC(OC(=O)C3CCCCN3C(=O)C(=O)C1(O2)O)C(C)CC4CCC(C(C4)OC)O)C)C)O)OC)C)C)C)OC. Cell line: HCT116. Synergy scores: CSS=27.0, Synergy_ZIP=-0.374, Synergy_Bliss=2.62, Synergy_Loewe=1.68, Synergy_HSA=6.63. (3) Drug 1: CS(=O)(=O)CCNCC1=CC=C(O1)C2=CC3=C(C=C2)N=CN=C3NC4=CC(=C(C=C4)OCC5=CC(=CC=C5)F)Cl. Drug 2: C(CN)CNCCSP(=O)(O)O. Cell line: 786-0. Synergy scores: CSS=7.79, Synergy_ZIP=-5.10, Synergy_Bliss=-2.05, Synergy_Loewe=-5.70, Synergy_HSA=-3.18. (4) Drug 1: C1CCC(C1)C(CC#N)N2C=C(C=N2)C3=C4C=CNC4=NC=N3. Drug 2: CCCCCOC(=O)NC1=NC(=O)N(C=C1F)C2C(C(C(O2)C)O)O. Cell line: PC-3. Synergy scores: CSS=-4.34, Synergy_ZIP=0.895, Synergy_Bliss=-2.49, Synergy_Loewe=-4.20, Synergy_HSA=-4.15. (5) Drug 1: C1CC(=O)NC(=O)C1N2CC3=C(C2=O)C=CC=C3N. Drug 2: C(CC(=O)O)C(=O)CN.Cl. Cell line: KM12. Synergy scores: CSS=27.2, Synergy_ZIP=3.86, Synergy_Bliss=9.52, Synergy_Loewe=12.4, Synergy_HSA=12.4. (6) Drug 1: CC(C1=C(C=CC(=C1Cl)F)Cl)OC2=C(N=CC(=C2)C3=CN(N=C3)C4CCNCC4)N. Drug 2: C1CN1P(=S)(N2CC2)N3CC3. Cell line: HCC-2998. Synergy scores: CSS=18.7, Synergy_ZIP=-7.28, Synergy_Bliss=-7.91, Synergy_Loewe=-7.19, Synergy_HSA=-6.94. (7) Drug 1: C1CCC(CC1)NC(=O)N(CCCl)N=O. Drug 2: C1=CC=C(C=C1)NC(=O)CCCCCCC(=O)NO. Cell line: T-47D. Synergy scores: CSS=13.3, Synergy_ZIP=-5.19, Synergy_Bliss=-0.802, Synergy_Loewe=0.168, Synergy_HSA=0.630. (8) Drug 1: C1=CC=C(C=C1)NC(=O)CCCCCCC(=O)NO. Drug 2: C1CNP(=O)(OC1)N(CCCl)CCCl. Cell line: K-562. Synergy scores: CSS=49.3, Synergy_ZIP=-1.14, Synergy_Bliss=-0.838, Synergy_Loewe=-60.0, Synergy_HSA=1.04. (9) Drug 1: C1=CC(=CC=C1CCC2=CNC3=C2C(=O)NC(=N3)N)C(=O)NC(CCC(=O)O)C(=O)O. Drug 2: C(=O)(N)NO. Cell line: CAKI-1. Synergy scores: CSS=14.1, Synergy_ZIP=-8.18, Synergy_Bliss=-6.17, Synergy_Loewe=-2.96, Synergy_HSA=-1.55.